From a dataset of Forward reaction prediction with 1.9M reactions from USPTO patents (1976-2016). Predict the product of the given reaction. Given the reactants CO[C:3]([C:5]1[CH:6]=[C:7]2[C:11](=[C:12]([CH3:14])[CH:13]=1)[NH:10][N:9]=[CH:8]2)=[O:4].[CH2:15](I)[CH:16](C)[CH3:17], predict the reaction product. The product is: [CH:16]([N:10]1[C:11]2[C:7](=[CH:6][C:5]([CH2:3][OH:4])=[CH:13][C:12]=2[CH3:14])[CH:8]=[N:9]1)([CH3:17])[CH3:15].